From a dataset of Forward reaction prediction with 1.9M reactions from USPTO patents (1976-2016). Predict the product of the given reaction. (1) Given the reactants C[O:2][C:3](=[O:31])[C:4]([CH3:30])([CH3:29])[CH2:5][NH:6][C:7]([C:9]1[N:10]=[C:11]([C:27]#[N:28])[C:12]2[C:17]([C:18]=1[OH:19])=[CH:16][C:15]([O:20][C:21]1[CH:26]=[CH:25][CH:24]=[CH:23][CH:22]=1)=[CH:14][CH:13]=2)=[O:8].[OH-].[Na+].Cl, predict the reaction product. The product is: [C:27]([C:11]1[C:12]2[C:17](=[CH:16][C:15]([O:20][C:21]3[CH:22]=[CH:23][CH:24]=[CH:25][CH:26]=3)=[CH:14][CH:13]=2)[C:18]([OH:19])=[C:9]([C:7]([NH:6][CH2:5][C:4]([CH3:30])([CH3:29])[C:3]([OH:31])=[O:2])=[O:8])[N:10]=1)#[N:28]. (2) Given the reactants [Cl:1][C:2]1[CH:11]=[CH:10][C:9]([N:12]2[C:16](C)=[CH:15][CH:14]=[N:13]2)=[CH:8][C:3]=1[C:4]([O:6][CH3:7])=[O:5].Cl[C:19]1C=CC(NN)=CC=1C(OC)=O.COC(OC)CC(=O)C, predict the reaction product. The product is: [Cl:1][C:2]1[CH:11]=[CH:10][C:9]([N:12]2[CH:16]=[CH:15][C:14]([CH3:19])=[N:13]2)=[CH:8][C:3]=1[C:4]([O:6][CH3:7])=[O:5]. (3) Given the reactants [CH2:1]1[C:5]2([CH2:10][CH2:9][N:8]([C:11]([O:13][C:14]([CH3:17])([CH3:16])[CH3:15])=[O:12])[CH2:7][CH2:6]2)[CH2:4][CH2:3][NH:2]1.[CH3:18][C:19]1[C:27]([C@@H:28]2[CH2:30][O:29]2)=[CH:26][CH:25]=[C:24]2[C:20]=1[CH2:21][O:22][C:23]2=[O:31], predict the reaction product. The product is: [OH:29][C@H:28]([C:27]1[C:19]([CH3:18])=[C:20]2[C:24](=[CH:25][CH:26]=1)[C:23](=[O:31])[O:22][CH2:21]2)[CH2:30][N:2]1[CH2:3][CH2:4][C:5]2([CH2:10][CH2:9][N:8]([C:11]([O:13][C:14]([CH3:17])([CH3:16])[CH3:15])=[O:12])[CH2:7][CH2:6]2)[CH2:1]1. (4) Given the reactants [F:1][C:2]1[CH:7]=[CH:6][C:5]([C:8]2[N:9]=[C:10]([C:17]([OH:19])=O)[N:11]3[CH:16]=[CH:15][CH:14]=[CH:13][C:12]=23)=[CH:4][CH:3]=1.Cl.[NH2:21][CH:22]([C:27]([F:30])([F:29])[F:28])[C:23]([CH3:26])([OH:25])[CH3:24].CCN(C(C)C)C(C)C.C(Cl)CCl.C1C=NC2N(O)N=NC=2C=1, predict the reaction product. The product is: [F:1][C:2]1[CH:3]=[CH:4][C:5]([C:8]2[N:9]=[C:10]([C:17]([NH:21][CH:22]([C:27]([F:30])([F:29])[F:28])[C:23]([OH:25])([CH3:26])[CH3:24])=[O:19])[N:11]3[CH:16]=[CH:15][CH:14]=[CH:13][C:12]=23)=[CH:6][CH:7]=1. (5) Given the reactants [F:1][CH:2]([F:26])[O:3][C:4]1[CH:9]=[CH:8][C:7]([C:10](=[O:23])[C:11]([C:13]2[CH:18]=[CH:17][CH:16]=[C:15]([C:19]#[C:20][CH2:21]O)[CH:14]=2)=[O:12])=[CH:6][C:5]=1[CH2:24][CH3:25].CCN(S(F)(F)[F:33])CC.C([O-])(O)=O.[Na+], predict the reaction product. The product is: [F:1][CH:2]([F:26])[O:3][C:4]1[CH:9]=[CH:8][C:7]([C:10](=[O:23])[C:11]([C:13]2[CH:18]=[CH:17][CH:16]=[C:15]([C:19]#[C:20][CH2:21][F:33])[CH:14]=2)=[O:12])=[CH:6][C:5]=1[CH2:24][CH3:25]. (6) Given the reactants C[O-].[Na+].[Cl:4][CH:5](Cl)[C:6]1[S:7][CH2:8][CH:9]([C:11]([O:13][CH2:14]C)=[O:12])[N:10]=1.C(Cl)Cl.O, predict the reaction product. The product is: [Cl:4][CH2:5][C:6]1[S:7][CH:8]=[C:9]([C:11]([O:13][CH3:14])=[O:12])[N:10]=1. (7) Given the reactants [Li].[Cl:2][C:3]1[CH:4]=[C:5]([CH:10]=[CH:11][N:12]=1)[C:6](OC)=[O:7], predict the reaction product. The product is: [Cl:2][C:3]1[CH:4]=[C:5]([CH2:6][OH:7])[CH:10]=[CH:11][N:12]=1. (8) Given the reactants [F:1][C:2]([F:20])([F:19])[C:3]1[CH:8]=[CH:7][C:6]([C@@H:9]2[C:14]3=[N:15][CH:16]=[CH:17][N:18]=[C:13]3[CH2:12][CH2:11][NH:10]2)=[CH:5][CH:4]=1.[CH:21]([N:24]=[C:25]=[O:26])([CH3:23])[CH3:22], predict the reaction product. The product is: [CH:21]([NH:24][C:25]([N:10]1[CH2:11][CH2:12][C:13]2[C:14](=[N:15][CH:16]=[CH:17][N:18]=2)[C@H:9]1[C:6]1[CH:7]=[CH:8][C:3]([C:2]([F:1])([F:19])[F:20])=[CH:4][CH:5]=1)=[O:26])([CH3:23])[CH3:22]. (9) Given the reactants Cl[C:2]([O:4][C:5]1[CH:10]=[CH:9][C:8]([N+:11]([O-:13])=[O:12])=[CH:7][CH:6]=1)=[O:3].C(N(CC)CC)C.[NH2:21][C@H:22]1[CH2:27][CH2:26][CH2:25][N:24]([C:28]([O:30][C:31]([CH3:34])([CH3:33])[CH3:32])=[O:29])[CH2:23]1, predict the reaction product. The product is: [N+:11]([C:8]1[CH:9]=[CH:10][C:5]([O:4][C:2]([NH:21][C@H:22]2[CH2:27][CH2:26][CH2:25][N:24]([C:28]([O:30][C:31]([CH3:34])([CH3:33])[CH3:32])=[O:29])[CH2:23]2)=[O:3])=[CH:6][CH:7]=1)([O-:13])=[O:12].